From a dataset of Peptide-MHC class II binding affinity with 134,281 pairs from IEDB. Regression. Given a peptide amino acid sequence and an MHC pseudo amino acid sequence, predict their binding affinity value. This is MHC class II binding data. (1) The peptide sequence is NMEVRGGMVAPLYGV. The MHC is HLA-DQA10201-DQB10301 with pseudo-sequence HLA-DQA10201-DQB10301. The binding affinity (normalized) is 0.851. (2) The peptide sequence is SLGEAWTGGGSDKAL. The MHC is DRB1_1101 with pseudo-sequence DRB1_1101. The binding affinity (normalized) is 0.147.